This data is from Peptide-MHC class I binding affinity with 185,985 pairs from IEDB/IMGT. The task is: Regression. Given a peptide amino acid sequence and an MHC pseudo amino acid sequence, predict their binding affinity value. This is MHC class I binding data. (1) The peptide sequence is TYQWIIRNW. The MHC is HLA-A24:03 with pseudo-sequence HLA-A24:03. The binding affinity (normalized) is 0.904. (2) The peptide sequence is YALCTLLHL. The MHC is HLA-A02:03 with pseudo-sequence HLA-A02:03. The binding affinity (normalized) is 0.386. (3) The peptide sequence is RQIQGIAAF. The MHC is HLA-A02:01 with pseudo-sequence HLA-A02:01. The binding affinity (normalized) is 0.315. (4) The peptide sequence is RIQENHGFI. The MHC is HLA-A68:02 with pseudo-sequence HLA-A68:02. The binding affinity (normalized) is 0.0847. (5) The peptide sequence is YTFEPHYFY. The MHC is HLA-B40:01 with pseudo-sequence HLA-B40:01. The binding affinity (normalized) is 0.0847. (6) The peptide sequence is YTIERIFNAK. The MHC is HLA-A68:01 with pseudo-sequence HLA-A68:01. The binding affinity (normalized) is 0.784.